Dataset: Catalyst prediction with 721,799 reactions and 888 catalyst types from USPTO. Task: Predict which catalyst facilitates the given reaction. (1) Reactant: [CH3:1][O:2][C:3]1[CH:4]=[C:5]([NH2:26])[CH:6]=[CH:7][C:8]=1[C:9]1[O:10][C:11]([C:14]2[C:15]([C:20]3[CH:25]=[CH:24][CH:23]=[CH:22][CH:21]=3)=[N:16][O:17][C:18]=2[CH3:19])=[N:12][N:13]=1.C(N(CC)C(C)C)(C)C.Br[CH2:37][CH:38]1[CH2:40][CH2:39]1.C[Si]([N-][Si](C)(C)C)(C)C.[K+]. Product: [CH:38]1([CH2:37][CH2:19][C:18]2[O:17][N:16]=[C:15]([C:20]3[CH:21]=[CH:22][CH:23]=[CH:24][CH:25]=3)[C:14]=2[C:11]2[O:10][C:9]([C:8]3[CH:7]=[CH:6][C:5]([NH2:26])=[CH:4][C:3]=3[O:2][CH3:1])=[N:13][N:12]=2)[CH2:40][CH2:39]1. The catalyst class is: 1. (2) Reactant: O1CCCCC1[N:7]1[C:11]2[CH:12]=[CH:13][C:14]([CH2:16][NH:17][C:18]3[C:23]([C:24]#[N:25])=[CH:22][N:21]=[C:20]([NH:26][CH2:27][C:28]4[CH:33]=[CH:32][CH:31]=[CH:30][C:29]=4[O:34][C:35]([F:38])([F:37])[F:36])[N:19]=3)=[CH:15][C:10]=2[N:9]=[CH:8]1.[ClH:39]. Product: [ClH:39].[ClH:39].[NH:7]1[C:11]2[CH:12]=[CH:13][C:14]([CH2:16][NH:17][C:18]3[C:23]([C:24]#[N:25])=[CH:22][N:21]=[C:20]([NH:26][CH2:27][C:28]4[CH:33]=[CH:32][CH:31]=[CH:30][C:29]=4[O:34][C:35]([F:36])([F:37])[F:38])[N:19]=3)=[CH:15][C:10]=2[N:9]=[CH:8]1. The catalyst class is: 14. (3) Reactant: C([O-])([O-])=O.[K+].[K+].Cl[C:8]1[CH:17]=[C:16]([C:18]([NH:20][CH2:21][C@H:22]2[CH2:27][CH2:26][C@H:25]([CH2:28][NH:29][C:30](=[O:36])[O:31][C:32]([CH3:35])([CH3:34])[CH3:33])[CH2:24][CH2:23]2)=[O:19])[C:15]2[C:10](=[CH:11][CH:12]=[CH:13][CH:14]=2)[N:9]=1.Cl.[NH2:38][C:39]1[CH:44]=[CH:43][C:42](B(O)O)=[CH:41][CH:40]=1. Product: [NH2:38][C:39]1[CH:44]=[CH:43][C:42]([C:8]2[CH:17]=[C:16]([C:18]([NH:20][CH2:21][C@H:22]3[CH2:27][CH2:26][C@H:25]([CH2:28][NH:29][C:30](=[O:36])[O:31][C:32]([CH3:35])([CH3:34])[CH3:33])[CH2:24][CH2:23]3)=[O:19])[C:15]3[C:10](=[CH:11][CH:12]=[CH:13][CH:14]=3)[N:9]=2)=[CH:41][CH:40]=1. The catalyst class is: 77. (4) Reactant: [ClH:1].[NH:2]1[CH2:6][CH2:5][C@H:4]([O:7][C:8]2[CH:9]=[N:10][CH:11]=[C:12]([CH:14]=[CH:15][C:16]3[CH:21]=[CH:20][N:19]=[CH:18][CH:17]=3)[CH:13]=2)[CH2:3]1.Cl.N1CC[C@@H](OC2C=NC=C(C=CC3C=CN=CC=3)C=2)[CH2:24]1.Cl.O. Product: [ClH:1].[CH3:24][N:2]1[CH2:6][CH2:5][C@@H:4]([O:7][C:8]2[CH:9]=[N:10][CH:11]=[C:12]([CH:14]=[CH:15][C:16]3[CH:21]=[CH:20][N:19]=[CH:18][CH:17]=3)[CH:13]=2)[CH2:3]1. The catalyst class is: 5. (5) Reactant: C(N(CC)CC)C.[NH2:8][C:9]1[N:10]=[C:11](Cl)[C:12]2[CH:17]([C:18]([O:20][CH3:21])=[O:19])[CH2:16][CH2:15][C:13]=2[N:14]=1.C(O)=O. Product: [NH2:8][C:9]1[N:10]=[CH:11][C:12]2[CH:17]([C:18]([O:20][CH3:21])=[O:19])[CH2:16][CH2:15][C:13]=2[N:14]=1. The catalyst class is: 873. (6) Reactant: [CH2:1]([N:7]1[CH2:12][CH:11]2[CH:9]([C:10]2([CH3:22])[C:13]2[CH:18]=[CH:17][CH:16]=[C:15]([N+:19]([O-])=O)[CH:14]=2)[C:8]1=O)[CH2:2][CH2:3][CH2:4][CH2:5][CH3:6].[H-].[Al+3].[Li+].[H-].[H-].[H-].O. Product: [CH2:1]([N:7]1[CH2:12][CH:11]2[CH:9]([C:10]2([C:13]2[CH:14]=[C:15]([NH2:19])[CH:16]=[CH:17][CH:18]=2)[CH3:22])[CH2:8]1)[CH2:2][CH2:3][CH2:4][CH2:5][CH3:6]. The catalyst class is: 7. (7) Reactant: [C:1]([O:5][C:6](=[O:22])[NH:7][CH2:8][CH2:9][C:10](=[C:12]1C(=O)OC(C)(C)[O:14][C:13]1=O)[OH:11])([CH3:4])([CH3:3])[CH3:2]. Product: [C:1]([O:5][C:6]([N:7]1[CH2:8][CH2:9][C:10](=[O:11])[CH2:12][C:13]1=[O:14])=[O:22])([CH3:4])([CH3:3])[CH3:2]. The catalyst class is: 12.